This data is from Peptide-MHC class I binding affinity with 185,985 pairs from IEDB/IMGT. The task is: Regression. Given a peptide amino acid sequence and an MHC pseudo amino acid sequence, predict their binding affinity value. This is MHC class I binding data. (1) The peptide sequence is KGANFPGLAK. The MHC is Mamu-B8301 with pseudo-sequence Mamu-B8301. The binding affinity (normalized) is 0.774. (2) The peptide sequence is FSLHYAWKTM. The MHC is HLA-A32:01 with pseudo-sequence HLA-A32:01. The binding affinity (normalized) is 0.240. (3) The peptide sequence is VGGVYVKF. The MHC is Mamu-B52 with pseudo-sequence Mamu-B52. The binding affinity (normalized) is 0.775. (4) The peptide sequence is EMILMKMKK. The MHC is HLA-A68:01 with pseudo-sequence HLA-A68:01. The binding affinity (normalized) is 0.602. (5) The peptide sequence is DLEKYNLAF. The MHC is HLA-B15:17 with pseudo-sequence HLA-B15:17. The binding affinity (normalized) is 0.0847. (6) The binding affinity (normalized) is 0. The peptide sequence is LITGGRRTR. The MHC is HLA-A03:01 with pseudo-sequence HLA-A03:01. (7) The peptide sequence is VGIDAANL. The MHC is H-2-Db with pseudo-sequence H-2-Db. The binding affinity (normalized) is 0.0702. (8) The peptide sequence is RGINDRNFW. The MHC is HLA-B58:01 with pseudo-sequence HLA-B58:01. The binding affinity (normalized) is 0.655. (9) The MHC is Mamu-B08 with pseudo-sequence Mamu-B08. The peptide sequence is CRRPGNKTVLP. The binding affinity (normalized) is 0.161.